Dataset: Forward reaction prediction with 1.9M reactions from USPTO patents (1976-2016). Task: Predict the product of the given reaction. (1) Given the reactants CN(C(ON1N=NC2C=CC=NC1=2)=[N+](C)C)C.F[P-](F)(F)(F)(F)F.[NH2:25][CH2:26][C:27]1[C:28]([F:44])=[C:29]([O:34][C:35]2[CH:36]=[C:37]([CH:40]=[C:41]([Cl:43])[CH:42]=2)[C:38]#[N:39])[C:30]([Cl:33])=[CH:31][CH:32]=1.[C:45]([NH:48][C:49]1[CH:57]=[C:56]2[C:52]([CH:53]=[C:54]([C:58](O)=[O:59])[NH:55]2)=[CH:51][CH:50]=1)(=[O:47])[CH3:46].CCN(C(C)C)C(C)C, predict the reaction product. The product is: [C:45]([NH:48][C:49]1[CH:57]=[C:56]2[C:52]([CH:53]=[C:54]([C:58]([NH:25][CH2:26][C:27]3[CH:32]=[CH:31][C:30]([Cl:33])=[C:29]([O:34][C:35]4[CH:36]=[C:37]([C:38]#[N:39])[CH:40]=[C:41]([Cl:43])[CH:42]=4)[C:28]=3[F:44])=[O:59])[NH:55]2)=[CH:51][CH:50]=1)(=[O:47])[CH3:46]. (2) Given the reactants [BH4-].[Na+].CO.[O:5]1[C:9]2([CH2:14][CH2:13][C:12](=[O:15])[CH2:11][CH2:10]2)[O:8][CH2:7][CH2:6]1, predict the reaction product. The product is: [O:5]1[C:9]2([CH2:14][CH2:13][CH:12]([OH:15])[CH2:11][CH2:10]2)[O:8][CH2:7][CH2:6]1.